This data is from Forward reaction prediction with 1.9M reactions from USPTO patents (1976-2016). The task is: Predict the product of the given reaction. (1) Given the reactants [C:1]([N:9]=[C:10]=[S:11])(=[O:8])[C:2]1[CH:7]=[CH:6][CH:5]=[CH:4][CH:3]=1.[NH2:12][C@@:13]1([C:25]2[CH:30]=[CH:29][C:28]([F:31])=[CH:27][C:26]=2[F:32])[CH2:18][O:17][C@@H:16]([CH:19]2[CH2:21][CH2:20]2)[CH2:15][C@H:14]1[C@@H:22]([OH:24])[CH3:23], predict the reaction product. The product is: [CH:19]1([C@@H:16]2[O:17][CH2:18][C@@:13]([NH:12][C:10]([NH:9][C:1](=[O:8])[C:2]3[CH:7]=[CH:6][CH:5]=[CH:4][CH:3]=3)=[S:11])([C:25]3[CH:30]=[CH:29][C:28]([F:31])=[CH:27][C:26]=3[F:32])[C@H:14]([C@@H:22]([OH:24])[CH3:23])[CH2:15]2)[CH2:21][CH2:20]1. (2) Given the reactants [CH3:1][O:2][C:3](=[O:23])[CH2:4][CH2:5][N:6]1[C:11]2[CH:12]=[CH:13][CH:14]=[C:15]([CH:16]([CH3:18])[CH3:17])[C:10]=2[O:9][CH:8]([CH:19]([CH3:21])[CH3:20])[C:7]1=O.COC1C=CC(P2(SP(C3C=CC(OC)=CC=3)(=S)S2)=[S:33])=CC=1.C(=O)([O-])O.[Na+], predict the reaction product. The product is: [CH3:1][O:2][C:3](=[O:23])[CH2:4][CH2:5][N:6]1[C:11]2[CH:12]=[CH:13][CH:14]=[C:15]([CH:16]([CH3:18])[CH3:17])[C:10]=2[O:9][CH:8]([CH:19]([CH3:21])[CH3:20])[C:7]1=[S:33].